This data is from Catalyst prediction with 721,799 reactions and 888 catalyst types from USPTO. The task is: Predict which catalyst facilitates the given reaction. (1) Reactant: [F:1][C:2]([F:25])([F:24])[C:3]([C:5]1[CH:6]=[C:7]2[C:15](=[CH:16][CH:17]=1)[NH:14][C:13]1[CH2:12][CH2:11][CH:10]([NH:18][C:19](=[O:23])[CH:20]([CH3:22])[CH3:21])[CH2:9][C:8]2=1)=[O:4].[F:26][C:27]1[CH:28]=[C:29]([CH:32]=[CH:33][CH:34]=1)[CH2:30]Br.C([O-])([O-])=O.[Cs+].[Cs+]. Product: [F:26][C:27]1[CH:28]=[C:29]([CH:32]=[CH:33][CH:34]=1)[CH2:30][N:14]1[C:13]2[CH2:12][CH2:11][CH:10]([NH:18][C:19](=[O:23])[CH:20]([CH3:22])[CH3:21])[CH2:9][C:8]=2[C:7]2[C:15]1=[CH:16][CH:17]=[C:5]([C:3](=[O:4])[C:2]([F:1])([F:24])[F:25])[CH:6]=2. The catalyst class is: 3. (2) Reactant: [OH:1][NH:2][C:3]([CH2:5][CH2:6][C:7]1[CH:12]=[CH:11][C:10]([CH:13]2[CH2:18][CH2:17][N:16]([C:19]([O:21][C:22]([CH3:25])([CH3:24])[CH3:23])=[O:20])[CH2:15][CH:14]2[O:26][CH2:27][C:28]2[CH:37]=[CH:36][C:35]3[C:30](=[CH:31][CH:32]=[CH:33][CH:34]=3)[CH:29]=2)=[CH:9][CH:8]=1)=[NH:4].[C:38](O)(=O)[C:39]1[CH:44]=[CH:43][CH:42]=[CH:41][CH:40]=1. Product: [CH:29]1[C:30]2[C:35](=[CH:34][CH:33]=[CH:32][CH:31]=2)[CH:36]=[CH:37][C:28]=1[CH2:27][O:26][CH:14]1[CH:13]([C:10]2[CH:11]=[CH:12][C:7]([CH2:6][CH2:5][C:3]3[N:4]=[C:38]([C:39]4[CH:44]=[CH:43][CH:42]=[CH:41][CH:40]=4)[O:1][N:2]=3)=[CH:8][CH:9]=2)[CH2:18][CH2:17][N:16]([C:19]([O:21][C:22]([CH3:25])([CH3:24])[CH3:23])=[O:20])[CH2:15]1. The catalyst class is: 344. (3) Reactant: Br[C:2]1[CH:7]=[CH:6][C:5]([CH:8]([F:10])[F:9])=[CH:4][CH:3]=1.[B:11]1([B:11]2[O:15][C:14]([CH3:17])([CH3:16])[C:13]([CH3:19])([CH3:18])[O:12]2)[O:15][C:14]([CH3:17])([CH3:16])[C:13]([CH3:19])([CH3:18])[O:12]1.C([O-])(=O)C.[K+]. Product: [F:9][CH:8]([F:10])[C:5]1[CH:6]=[CH:7][C:2]([B:11]2[O:15][C:14]([CH3:17])([CH3:16])[C:13]([CH3:19])([CH3:18])[O:12]2)=[CH:3][CH:4]=1. The catalyst class is: 75. (4) Reactant: [C:1]1([C:10]2[CH:15]=[CH:14][CH:13]=[CH:12][CH:11]=2)[C:2]([C:7]([OH:9])=O)=[CH:3][CH:4]=[CH:5][CH:6]=1.[NH2:16][C:17]1[S:18][CH:19]=[C:20]([C:22]([O:24][CH2:25][CH3:26])=[O:23])[N:21]=1.C(N(C(C)C)C(C)C)C. Product: [C:1]1([C:10]2[CH:15]=[CH:14][CH:13]=[CH:12][CH:11]=2)[C:2]([C:7]([NH:16][C:17]2[S:18][CH:19]=[C:20]([C:22]([O:24][CH2:25][CH3:26])=[O:23])[N:21]=2)=[O:9])=[CH:3][CH:4]=[CH:5][CH:6]=1. The catalyst class is: 9.